This data is from Full USPTO retrosynthesis dataset with 1.9M reactions from patents (1976-2016). The task is: Predict the reactants needed to synthesize the given product. The reactants are: C([O:8][C:9]1[C:14](=[O:15])[C:13]([CH:16]([OH:21])[C:17]([F:20])([F:19])[F:18])=[CH:12][NH:11][C:10]=1[CH3:22])C1C=CC=CC=1. Given the product [OH:8][C:9]1[C:14](=[O:15])[C:13]([CH:16]([OH:21])[C:17]([F:20])([F:18])[F:19])=[CH:12][NH:11][C:10]=1[CH3:22], predict the reactants needed to synthesize it.